From a dataset of Forward reaction prediction with 1.9M reactions from USPTO patents (1976-2016). Predict the product of the given reaction. The product is: [CH3:25][NH:7][C:8]1[C:9]2[N:10]([C:14]([C:17]3[CH:22]=[CH:21][N:20]=[C:19]([N:27]4[CH2:32][CH2:31][O:30][CH2:29][CH2:28]4)[N:18]=3)=[CH:15][N:16]=2)[CH:11]=[CH:12][N:13]=1. Given the reactants C(OC(=O)[N:7]([CH3:25])[C:8]1[C:9]2[N:10]([C:14]([C:17]3[CH:22]=[CH:21][N:20]=[C:19](SC)[N:18]=3)=[CH:15][N:16]=2)[CH:11]=[CH:12][N:13]=1)(C)(C)C.[NH:27]1[CH2:32][CH2:31][O:30][CH2:29][CH2:28]1, predict the reaction product.